From a dataset of Full USPTO retrosynthesis dataset with 1.9M reactions from patents (1976-2016). Predict the reactants needed to synthesize the given product. The reactants are: [O:1]([C:3]1[CH:9]=[CH:8][C:7]([N+:10]([O-:12])=[O:11])=[CH:6][C:4]=1[NH2:5])[CH3:2].[C:13](OC(=O)C)(=[O:15])C. Given the product [O:1]([C:3]1[CH:9]=[CH:8][C:7]([N+:10]([O-:12])=[O:11])=[CH:6][C:4]=1[NH:5][CH:13]=[O:15])[CH3:2], predict the reactants needed to synthesize it.